From a dataset of Full USPTO retrosynthesis dataset with 1.9M reactions from patents (1976-2016). Predict the reactants needed to synthesize the given product. (1) The reactants are: [C:1](OC(C1C(F)=CC(O[C@@H]2CCCN(C(OC(C)(C)C)=O)C2)=C(Cl)C=1)=O)([CH3:4])(C)[CH3:2].[C:30]([O:34][C:35]([C:37]1[C:56]([F:57])=[CH:55][C:40]([O:41][CH2:42][C:43]2([CH3:54])[CH2:46][N:45]([C:47]([O:49][C:50]([CH3:53])([CH3:52])[CH3:51])=[O:48])[CH2:44]2)=[C:39](Cl)[CH:38]=1)=[O:36])([CH3:33])([CH3:32])[CH3:31]. Given the product [C:30]([O:34][C:35]([C:37]1[C:56]([F:57])=[CH:55][C:40]([O:41][CH2:42][C:43]2([CH3:54])[CH2:46][N:45]([C:47]([O:49][C:50]([CH3:53])([CH3:52])[CH3:51])=[O:48])[CH2:44]2)=[C:39]([CH:4]2[CH2:1][CH2:2]2)[CH:38]=1)=[O:36])([CH3:33])([CH3:32])[CH3:31], predict the reactants needed to synthesize it. (2) Given the product [NH2:8][CH2:9][CH2:10][CH2:11][C:12]([NH:24][CH2:23][CH2:22][C:21]1[C:25]2[C:18](=[CH:17][CH:16]=[C:15]([OH:14])[CH:26]=2)[NH:19][CH:20]=1)=[O:36], predict the reactants needed to synthesize it. The reactants are: C(OC([NH:8][CH2:9][CH2:10][CH2:11][CH3:12])=O)(C)(C)C.Cl.[OH:14][C:15]1[CH:26]=[C:25]2[C:18]([NH:19][CH:20]=[C:21]2[CH2:22][CH2:23][NH2:24])=[CH:17][CH:16]=1.C(N(CC)CC)C.C([O:36]C(=O)C)C.